This data is from Reaction yield outcomes from USPTO patents with 853,638 reactions. The task is: Predict the reaction yield, written as a fraction of the theoretical maximum amount of product (1.0 means a 100% yield; for example, 0.34 means a 34% yield). (1) The reactants are COC(C1C=C(O)C2C(=C(OCC3C=CC=CC=3)C=CC=2)N=1)=O.C[O:25][C:26]([C:28]1[CH:37]=[C:36]([OH:38])[C:35]2[C:30](=[C:31]([NH2:45])[CH:32]=[CH:33][C:34]=2[C:39]2[CH:44]=[CH:43][CH:42]=[CH:41][CH:40]=2)[N:29]=1)=[O:27]. No catalyst specified. The product is [C:39]1([C:34]2[CH:33]=[CH:32][C:31]([NH2:45])=[C:30]3[C:35]=2[C:36]([OH:38])=[CH:37][C:28]([C:26]([OH:27])=[O:25])=[N:29]3)[CH:40]=[CH:41][CH:42]=[CH:43][CH:44]=1. The yield is 0.780. (2) The reactants are [F:1][C:2]1[CH:3]=[C:4]([N:8]2[CH:12]=[C:11]([NH:13][C:14](=[O:18])[CH:15]([CH3:17])[CH3:16])[C:10]([CH:19]=C)=[N:9]2)[CH:5]=[N:6][CH:7]=1.I([O-])(=O)(=O)=[O:22].[Na+]. The catalyst is O1CCCC1.O.[Os](=O)(=O)(=O)=O. The product is [F:1][C:2]1[CH:3]=[C:4]([N:8]2[CH:12]=[C:11]([NH:13][C:14](=[O:18])[CH:15]([CH3:17])[CH3:16])[C:10]([CH:19]=[O:22])=[N:9]2)[CH:5]=[N:6][CH:7]=1. The yield is 0.880. (3) The reactants are [CH2:1]([O:3][C:4](=[O:9])[CH2:5][C:6]([CH3:8])=[O:7])[CH3:2].OS(O)(=O)=O.[CH2:15](OC(OCC)OCC)[CH3:16]. The catalyst is C(O)C. The product is [CH2:1]([O:3][C:4](=[O:9])[CH:5]=[C:6]([O:7][CH2:15][CH3:16])[CH3:8])[CH3:2]. The yield is 0.850. (4) The reactants are [F:1][C:2]1[CH:9]=[CH:8][C:5]([CH2:6][NH2:7])=[CH:4][CH:3]=1.[OH-].[Na+].[F:12][C:13]1[CH:21]=[CH:20][C:16]([C:17](Cl)=[O:18])=[CH:15][CH:14]=1. The catalyst is C(Cl)Cl. The product is [F:12][C:13]1[CH:21]=[CH:20][C:16]([C:17]([NH:7][CH2:6][C:5]2[CH:8]=[CH:9][C:2]([F:1])=[CH:3][CH:4]=2)=[O:18])=[CH:15][CH:14]=1. The yield is 0.920. (5) The reactants are [NH2:1][C:2]1[CH:7]=[CH:6][C:5]([OH:8])=[C:4]([C:9]2[N:13]([CH3:14])[N:12]=[CH:11][CH:10]=2)[CH:3]=1.Br[CH2:16][C@H:17]([NH:19][C:20](=[O:26])[O:21][C:22]([CH3:25])([CH3:24])[CH3:23])[CH3:18].C(=O)([O-])[O-].[Cs+].[Cs+]. The catalyst is CC(C)=O. The product is [NH2:1][C:2]1[CH:7]=[CH:6][C:5]([O:8][CH2:18][C@H:17]([NH:19][C:20](=[O:26])[O:21][C:22]([CH3:23])([CH3:25])[CH3:24])[CH3:16])=[C:4]([C:9]2[N:13]([CH3:14])[N:12]=[CH:11][CH:10]=2)[CH:3]=1. The yield is 0.507. (6) The reactants are [OH:1][C:2]([CH3:36])([CH3:35])[CH2:3][C@@:4]1([C:29]2[CH:34]=[CH:33][CH:32]=[CH:31][CH:30]=2)[O:9][C:8](=[O:10])[N:7]([C@H:11]([C:13]2[CH:18]=[CH:17][C:16]([C:19]3[CH:28]=[CH:27][C:22]([C:23](OC)=[O:24])=[CH:21][N:20]=3)=[CH:15][CH:14]=2)[CH3:12])[CH2:6][CH2:5]1.[NH2:37][CH3:38].CO. No catalyst specified. The product is [OH:1][C:2]([CH3:36])([CH3:35])[CH2:3][C@@:4]1([C:29]2[CH:30]=[CH:31][CH:32]=[CH:33][CH:34]=2)[O:9][C:8](=[O:10])[N:7]([C@H:11]([C:13]2[CH:14]=[CH:15][C:16]([C:19]3[CH:28]=[CH:27][C:22]([C:23]([NH:37][CH3:38])=[O:24])=[CH:21][N:20]=3)=[CH:17][CH:18]=2)[CH3:12])[CH2:6][CH2:5]1. The yield is 0.360. (7) The reactants are [O:1]=[C:2]1[NH:6][CH2:5][C@@H:4]([C:7]2[C:8]([N+:21]([O-:23])=[O:22])=[CH:9][C:10]([Cl:20])=[C:11]([NH:13]C(=O)C(F)(F)F)[CH:12]=2)[CH2:3]1.[OH-].[Na+]. The catalyst is C(O)C.C(OCC)(=O)C.O. The product is [NH2:13][C:11]1[CH:12]=[C:7]([C@@H:4]2[CH2:5][NH:6][C:2](=[O:1])[CH2:3]2)[C:8]([N+:21]([O-:23])=[O:22])=[CH:9][C:10]=1[Cl:20]. The yield is 0.570. (8) The reactants are [OH:1][CH:2]1[CH2:11][CH2:10][C:9]2[CH:8]=[C:7]([C:12]([O:14][CH3:15])=[O:13])[CH:6]=[CH:5][C:4]=2[CH2:3]1.[Cl:16][C:17]1[CH:22]=[C:21]([N+]([O-])=O)[CH:20]=[CH:19][N:18]=1.C(=O)([O-])[O-].[Cs+].[Cs+].CN(C=O)C. The catalyst is O. The product is [Cl:16][C:17]1[CH:22]=[C:21]([O:1][CH:2]2[CH2:11][CH2:10][C:9]3[CH:8]=[C:7]([C:12]([O:14][CH3:15])=[O:13])[CH:6]=[CH:5][C:4]=3[CH2:3]2)[CH:20]=[CH:19][N:18]=1. The yield is 0.560.